Predict the product of the given reaction. From a dataset of Forward reaction prediction with 1.9M reactions from USPTO patents (1976-2016). (1) Given the reactants [F:1][C:2]1[CH:7]=[CH:6][CH:5]=[C:4]([F:8])[C:3]=1[N:9]1[C:13]2[CH:14]=[CH:15][CH:16]=[CH:17][C:12]=2[NH:11][S:10]1(=[O:19])=[O:18].[Br:20][CH2:21][CH2:22][O:23][CH2:24][CH2:25]Br.C(=O)([O-])[O-].[Cs+].[Cs+], predict the reaction product. The product is: [Br:20][CH2:21][CH2:22][O:23][CH2:24][CH2:25][N:11]1[C:12]2[CH:17]=[CH:16][CH:15]=[CH:14][C:13]=2[N:9]([C:3]2[C:4]([F:8])=[CH:5][CH:6]=[CH:7][C:2]=2[F:1])[S:10]1(=[O:18])=[O:19]. (2) Given the reactants [OH:1][CH:2]1[CH2:5][N:4](C(OC(C)(C)C)=O)[CH2:3]1.[ClH:13].CO[CH:16]1[CH2:19]N[CH2:17]1, predict the reaction product. The product is: [ClH:13].[CH:16]([O:1][CH:2]1[CH2:3][NH:4][CH2:5]1)([CH3:19])[CH3:17]. (3) Given the reactants [C:1]([O:5][C:6]([N:8]1[CH2:12][CH2:11][C:10]([NH:14][C:15]2[CH:16]=[C:17]3[C:26](=[CH:27][C:28]=2Br)[O:25][CH2:24][C:23]2[N:18]3[CH:19]([CH3:31])[C:20](=[O:30])[NH:21][N:22]=2)([CH3:13])[CH2:9]1)=[O:7])([CH3:4])([CH3:3])[CH3:2].C([O-])([O-])=O.[K+].[K+].[F:38][C:39]1[CH:44]=[CH:43][CH:42]=[CH:41][C:40]=1B(O)O, predict the reaction product. The product is: [C:1]([O:5][C:6]([N:8]1[CH2:12][CH2:11][C:10]([NH:14][C:15]2[CH:16]=[C:17]3[C:26](=[CH:27][C:28]=2[C:40]2[CH:41]=[CH:42][CH:43]=[CH:44][C:39]=2[F:38])[O:25][CH2:24][C:23]2[N:18]3[CH:19]([CH3:31])[C:20](=[O:30])[NH:21][N:22]=2)([CH3:13])[CH2:9]1)=[O:7])([CH3:4])([CH3:3])[CH3:2]. (4) Given the reactants [F:1][C:2]1[CH:29]=[CH:28][C:5]([CH2:6][C:7]2[N:11]([CH2:12][C:13]([N:15]3[CH2:20][CH2:19][CH:18]([NH2:21])[CH2:17][CH2:16]3)=[O:14])[N:10]=[C:9]([C:22]3[CH:27]=[CH:26][N:25]=[CH:24][CH:23]=3)[CH:8]=2)=[CH:4][CH:3]=1.C(N(CC)CC)C.[CH:37]1([C:41](Cl)=[O:42])[CH2:40][CH2:39][CH2:38]1, predict the reaction product. The product is: [F:1][C:2]1[CH:3]=[CH:4][C:5]([CH2:6][C:7]2[N:11]([CH2:12][C:13]([N:15]3[CH2:16][CH2:17][CH:18]([NH:21][C:41]([CH:37]4[CH2:40][CH2:39][CH2:38]4)=[O:42])[CH2:19][CH2:20]3)=[O:14])[N:10]=[C:9]([C:22]3[CH:23]=[CH:24][N:25]=[CH:26][CH:27]=3)[CH:8]=2)=[CH:28][CH:29]=1. (5) Given the reactants [C:1]([N:5]1[C:9]([C:10]2[CH:15]=[CH:14][C:13]([F:16])=[CH:12][CH:11]=2)=[C:8]([C:17]2[S:18][CH:19]=[C:20]([CH2:22][C:23]([O:25][CH2:26][CH3:27])=[O:24])[N:21]=2)[CH:7]=[N:6]1)([CH3:4])([CH3:3])[CH3:2].[H-].[Na+].[CH2:30](Br)[C:31]1[CH:36]=[CH:35][CH:34]=[CH:33][CH:32]=1.O, predict the reaction product. The product is: [C:1]([N:5]1[C:9]([C:10]2[CH:15]=[CH:14][C:13]([F:16])=[CH:12][CH:11]=2)=[C:8]([C:17]2[S:18][CH:19]=[C:20]([CH:22]([CH2:30][C:31]3[CH:36]=[CH:35][CH:34]=[CH:33][CH:32]=3)[C:23]([O:25][CH2:26][CH3:27])=[O:24])[N:21]=2)[CH:7]=[N:6]1)([CH3:4])([CH3:3])[CH3:2]. (6) Given the reactants [NH2:1][C:2]1[C:6]2[C:7](=[O:19])[N:8]([C:12]3[CH:17]=[CH:16][CH:15]=[CH:14][C:13]=3[CH3:18])[CH:9]=[C:10](Br)[C:5]=2[NH:4][N:3]=1.CC1(C)C(C)(C)OB(B2OC(C)(C)C(C)(C)O2)O1.C([O-])(=O)C.[K+].Br[C:44]1[CH:49]=[CH:48][CH:47]=[CH:46][N:45]=1.C(=O)([O-])[O-].[Na+].[Na+], predict the reaction product. The product is: [NH2:1][C:2]1[C:6]2[C:7](=[O:19])[N:8]([C:12]3[CH:17]=[CH:16][CH:15]=[CH:14][C:13]=3[CH3:18])[CH:9]=[C:10]([C:44]3[CH:49]=[CH:48][CH:47]=[CH:46][N:45]=3)[C:5]=2[NH:4][N:3]=1. (7) Given the reactants [F:1][C:2]1[CH:7]=[C:6]([C@H:8]([CH3:12])[C:9]([OH:11])=O)[CH:5]=[CH:4][C:3]=1[C:13]1[CH:18]=[CH:17][CH:16]=[CH:15][CH:14]=1.[Cl-].[CH3:20][O:21][C:22]1[CH:23]=[CH:24][C:25]([C@H:28]([NH3+:30])[CH3:29])=[N:26][CH:27]=1.C1C=NC2N(O)N=NC=2C=1.C(Cl)CCl.CCN(C(C)C)C(C)C, predict the reaction product. The product is: [F:1][C:2]1[CH:7]=[C:6]([C@H:8]([CH3:12])[C:9]([NH:30][C@@H:28]([C:25]2[CH:24]=[CH:23][C:22]([O:21][CH3:20])=[CH:27][N:26]=2)[CH3:29])=[O:11])[CH:5]=[CH:4][C:3]=1[C:13]1[CH:18]=[CH:17][CH:16]=[CH:15][CH:14]=1.